Dataset: Catalyst prediction with 721,799 reactions and 888 catalyst types from USPTO. Task: Predict which catalyst facilitates the given reaction. Reactant: Br[CH2:2][C:3]([C:5]1[CH:10]=[CH:9][CH:8]=[C:7]([C:11]([F:14])([F:13])[F:12])[CH:6]=1)=[O:4].C(=O)([O-])[O-].[K+].[K+].C(#N)C.[Br:24][C:25]1[CH:32]=[CH:31][CH:30]=[C:29]([OH:33])[C:26]=1[CH:27]=O. Product: [Br:24][C:25]1[C:26]2[CH:27]=[C:2]([C:3]([C:5]3[CH:10]=[CH:9][CH:8]=[C:7]([C:11]([F:14])([F:13])[F:12])[CH:6]=3)=[O:4])[O:33][C:29]=2[CH:30]=[CH:31][CH:32]=1. The catalyst class is: 6.